The task is: Predict which catalyst facilitates the given reaction.. This data is from Catalyst prediction with 721,799 reactions and 888 catalyst types from USPTO. (1) Reactant: [F:1][C:2]1[CH:3]=[N:4][CH:5]=[C:6]([CH:10]=1)[C:7]([OH:9])=O.Cl.C(N=C=NCCCN(C)C)C.ON1C2C=CC=CC=2N=N1.C(N(C(C)C)CC)(C)C.[NH2:42][C:43]1[CH:47]=[C:46]([C:48]([O:50][CH3:51])=[O:49])[N:45]([CH3:52])[N:44]=1. Product: [F:1][C:2]1[CH:10]=[C:6]([C:7]([NH:42][C:43]2[CH:47]=[C:46]([C:48]([O:50][CH3:51])=[O:49])[N:45]([CH3:52])[N:44]=2)=[O:9])[CH:5]=[N:4][CH:3]=1. The catalyst class is: 112. (2) Reactant: C(OC(=O)[N:7]([CH2:29][C:30]1[CH:39]=[CH:38][C:33]2[O:34][CH2:35][CH2:36][O:37][C:32]=2[CH:31]=1)[CH:8]1[CH2:13][CH2:12][N:11]([CH2:14][CH2:15][N:16]2[C:25]3[C:20](=[CH:21][CH:22]=[C:23]([Cl:26])[CH:24]=3)[C:19]([Cl:27])=[CH:18][C:17]2=[O:28])[CH2:10][CH2:9]1)(C)(C)C.Cl.C(OCC)(=O)C. Product: [ClH:26].[O:34]1[C:33]2[CH:38]=[CH:39][C:30]([CH2:29][NH:7][CH:8]3[CH2:9][CH2:10][N:11]([CH2:14][CH2:15][N:16]4[C:25]5[C:20](=[CH:21][CH:22]=[C:23]([Cl:26])[CH:24]=5)[C:19]([Cl:27])=[CH:18][C:17]4=[O:28])[CH2:12][CH2:13]3)=[CH:31][C:32]=2[O:37][CH2:36][CH2:35]1. The catalyst class is: 13. (3) Reactant: Cl[C:2]1[C:11]2[C:6](=[C:7]([OH:12])[CH:8]=[CH:9][CH:10]=2)[N:5]=[C:4]([CH3:13])[CH:3]=1.[CH3:14][C:15]1[S:19][C:18]([SH:20])=[N:17][N:16]=1. Product: [CH3:13][C:4]1[CH:3]=[C:2]([S:20][C:18]2[S:19][C:15]([CH3:14])=[N:16][N:17]=2)[C:11]2[C:6](=[C:7]([OH:12])[CH:8]=[CH:9][CH:10]=2)[N:5]=1. The catalyst class is: 5. (4) Reactant: Br[C:2]1[CH:3]=[C:4]([CH:8]=[O:9])[CH:5]=[N:6][CH:7]=1.[C:10]1(B(O)O)[CH2:15][CH2:14][CH2:13][CH2:12][CH:11]=1.C([O-])(=O)C.[K+]. The catalyst class is: 88. Product: [C:10]1([C:2]2[CH:7]=[N:6][CH:5]=[C:4]([CH:3]=2)[CH:8]=[O:9])[CH2:15][CH2:14][CH2:13][CH2:12][CH:11]=1. (5) Reactant: [CH3:1][O:2][N:3]([CH3:8])[C:4](=[O:7])[CH:5]=[CH2:6].[NH:9]1[CH2:14][CH2:13][CH2:12][CH2:11][CH2:10]1. Product: [CH3:1][O:2][N:3]([CH3:8])[C:4](=[O:7])[CH2:5][CH2:6][N:9]1[CH2:14][CH2:13][CH2:12][CH2:11][CH2:10]1. The catalyst class is: 1. (6) The catalyst class is: 13. Reactant: [CH2:1]([O:8][C:9]([NH:11][C@@H:12]([C:17]([OH:19])=[O:18])[CH2:13][C:14]([OH:16])=O)=[O:10])[C:2]1[CH:7]=[CH:6][CH:5]=[CH:4][CH:3]=1.S(Cl)(Cl)=O. Product: [O:18]=[C:17]1[C@H:12]([NH:11][C:9](=[O:10])[O:8][CH2:1][C:2]2[CH:3]=[CH:4][CH:5]=[CH:6][CH:7]=2)[CH2:13][C:14](=[O:16])[O:19]1. (7) Reactant: [CH:1]([O:4][C:5]1[CH:10]=[CH:9][C:8]([CH2:11][CH2:12][CH2:13][OH:14])=[C:7]([O:15][C:16]2[CH:21]=[CH:20][C:19]([C:22]([F:25])([F:24])[F:23])=[CH:18][N:17]=2)[CH:6]=1)([CH3:3])[CH3:2].O[C:27]1[CH:31]=[C:30]([CH2:32][CH2:33][C:34]([O:36]CC)=[O:35])[N:29]([CH3:39])[N:28]=1.C(P(CCCC)CCCC)CCC.N(C(N1CCCCC1)=O)=NC(N1CCCCC1)=O.O1CCCC1CO.[OH-].[Na+].Cl. Product: [CH:1]([O:4][C:5]1[CH:10]=[CH:9][C:8]([CH2:11][CH2:12][CH2:13][O:14][C:27]2[CH:31]=[C:30]([CH2:32][CH2:33][C:34]([OH:36])=[O:35])[N:29]([CH3:39])[N:28]=2)=[C:7]([O:15][C:16]2[CH:21]=[CH:20][C:19]([C:22]([F:25])([F:23])[F:24])=[CH:18][N:17]=2)[CH:6]=1)([CH3:3])[CH3:2]. The catalyst class is: 7.